From a dataset of Full USPTO retrosynthesis dataset with 1.9M reactions from patents (1976-2016). Predict the reactants needed to synthesize the given product. Given the product [CH2:1]([N:8]1[C:16]2[C:11](=[CH:12][C:13]([O:17][C:24]3[CH:23]=[CH:22][C:21]([C:26]([F:29])([F:28])[F:27])=[CH:20][C:19]=3[Cl:18])=[CH:14][CH:15]=2)[CH:10]=[CH:9]1)[C:2]1[CH:3]=[CH:4][CH:5]=[CH:6][CH:7]=1, predict the reactants needed to synthesize it. The reactants are: [CH2:1]([N:8]1[C:16]2[C:11](=[CH:12][C:13]([OH:17])=[CH:14][CH:15]=2)[CH:10]=[CH:9]1)[C:2]1[CH:7]=[CH:6][CH:5]=[CH:4][CH:3]=1.[Cl:18][C:19]1[CH:20]=[C:21]([C:26]([F:29])([F:28])[F:27])[CH:22]=[CH:23][C:24]=1F.C([O-])([O-])=O.[Cs+].[Cs+].